From a dataset of Catalyst prediction with 721,799 reactions and 888 catalyst types from USPTO. Predict which catalyst facilitates the given reaction. Reactant: [Si]([O:8][C@@H:9]1[CH2:13][N:12](C(OC(C)(C)C)=O)[C@H:11]([C:21]2[N:30]([C:31]3[CH:36]=[CH:35][CH:34]=[CH:33][CH:32]=3)[C:29](=[O:37])[C:28]3[C:23](=[CH:24][CH:25]=[C:26]([F:46])[C:27]=3[C:38]3[CH:39]=[N:40][C:41]([O:44][CH3:45])=[N:42][CH:43]=3)[N:22]=2)[CH2:10]1)(C(C)(C)C)(C)C.OP(O)(O)=O.O.C([O-])([O-])=O.[Na+].[Na+]. Product: [F:46][C:26]1[C:27]([C:38]2[CH:43]=[N:42][C:41]([O:44][CH3:45])=[N:40][CH:39]=2)=[C:28]2[C:23](=[CH:24][CH:25]=1)[N:22]=[C:21]([C@@H:11]1[CH2:10][C@H:9]([OH:8])[CH2:13][NH:12]1)[N:30]([C:31]1[CH:32]=[CH:33][CH:34]=[CH:35][CH:36]=1)[C:29]2=[O:37]. The catalyst class is: 1.